This data is from Forward reaction prediction with 1.9M reactions from USPTO patents (1976-2016). The task is: Predict the product of the given reaction. (1) Given the reactants [CH3:1][C:2]1[C:3]([NH:13][CH2:14][C:15]([O:17][CH3:18])=[O:16])=[CH:4][S:5][C:6]=1[C:7]1[CH:12]=[CH:11][CH:10]=[CH:9][CH:8]=1.Cl[S:20]([N:23]=[C:24]=[O:25])(=[O:22])=[O:21].[C:26]([OH:30])([CH3:29])([CH3:28])[CH3:27].C(N(C(C)C)CC)(C)C, predict the reaction product. The product is: [C:26]([O:30][C:24]([NH:23][S:20]([N:13]([C:3]1[C:2]([CH3:1])=[C:6]([C:7]2[CH:12]=[CH:11][CH:10]=[CH:9][CH:8]=2)[S:5][CH:4]=1)[CH2:14][C:15]([O:17][CH3:18])=[O:16])(=[O:22])=[O:21])=[O:25])([CH3:29])([CH3:28])[CH3:27]. (2) The product is: [NH:1]1[C:9]2[C:4](=[CH:5][CH:6]=[CH:7][CH:8]=2)[C:3](/[CH:10]=[C:11]2\[O:12][C:13]3[C:20]([CH2:21][N:22]4[CH2:23][CH2:24][NH:25][CH2:26][CH2:27]4)=[C:19]([O:35][CH2:36][C:37]4[CH:42]=[CH:41][CH:40]=[CH:39][CH:38]=4)[CH:18]=[CH:17][C:14]=3[C:15]\2=[O:16])=[N:2]1. Given the reactants [NH:1]1[C:9]2[C:4](=[CH:5][CH:6]=[CH:7][CH:8]=2)[C:3](/[CH:10]=[C:11]2\[O:12][C:13]3[C:20]([CH2:21][N:22]4[CH2:27][CH2:26][N:25](C(OC(C)(C)C)=O)[CH2:24][CH2:23]4)=[C:19]([O:35][CH2:36][C:37]4[CH:42]=[CH:41][CH:40]=[CH:39][CH:38]=4)[CH:18]=[CH:17][C:14]=3[C:15]\2=[O:16])=[N:2]1.FC(F)(F)C(O)=O.O.C(=O)([O-])O.[Na+], predict the reaction product. (3) Given the reactants [Cl:1][C:2]1[C:3]([F:23])=[C:4]([CH:20]=[CH:21][CH:22]=1)[NH:5][C:6]1[C:15]2[C:10](=[CH:11][C:12]([O:18][CH3:19])=[C:13]([CH:16]=O)[CH:14]=2)[N:9]=[CH:8][N:7]=1.[NH2:24][C:25]1([C:38]([OH:40])=[O:39])[CH2:30][CH2:29][N:28]([C:31]([O:33][C:34]([CH3:37])([CH3:36])[CH3:35])=[O:32])[CH2:27][CH2:26]1, predict the reaction product. The product is: [C:34]([O:33][C:31]([N:28]1[CH2:27][CH2:26][C:25]([NH:24][CH2:16][C:13]2[CH:14]=[C:15]3[C:10](=[CH:11][C:12]=2[O:18][CH3:19])[N:9]=[CH:8][N:7]=[C:6]3[NH:5][C:4]2[CH:20]=[CH:21][CH:22]=[C:2]([Cl:1])[C:3]=2[F:23])([C:38]([OH:40])=[O:39])[CH2:30][CH2:29]1)=[O:32])([CH3:37])([CH3:35])[CH3:36].